Dataset: Full USPTO retrosynthesis dataset with 1.9M reactions from patents (1976-2016). Task: Predict the reactants needed to synthesize the given product. (1) The reactants are: [NH2:1][C:2]1[CH:7]=[CH:6][N:5]=[C:4](Cl)[CH:3]=1.CO.C(OCC)C.[CH3:16][N:17]1[CH2:22][CH2:21][NH:20][CH2:19][CH2:18]1. Given the product [CH3:16][N:17]1[CH2:22][CH2:21][N:20]([C:4]2[CH:3]=[C:2]([NH2:1])[CH:7]=[CH:6][N:5]=2)[CH2:19][CH2:18]1, predict the reactants needed to synthesize it. (2) Given the product [CH3:13][O:14][C:15]1[C:24]([O:25][CH3:26])=[C:23]([O:27][CH3:28])[CH:22]=[C:21]2[C:16]=1[CH:17]=[CH:18][C:19]([CH:29]=[CH:2][C:1]([C:4]1[CH:12]=[CH:11][C:7]([C:8]([OH:10])=[O:9])=[CH:6][CH:5]=1)=[O:3])=[N:20]2, predict the reactants needed to synthesize it. The reactants are: [C:1]([C:4]1[CH:12]=[CH:11][C:7]([C:8]([OH:10])=[O:9])=[CH:6][CH:5]=1)(=[O:3])[CH3:2].[CH3:13][O:14][C:15]1[C:24]([O:25][CH3:26])=[C:23]([O:27][CH3:28])[CH:22]=[C:21]2[C:16]=1[CH:17]=[CH:18][C:19]([CH:29]=O)=[N:20]2.[OH-].[Na+]. (3) The reactants are: [F:1][C:2]1[CH:7]=[CH:6][C:5]([C:8]2[CH:13]=[CH:12][C:11]([C@@H:14]([N:16]3[CH2:21][CH2:20][C@:19]([CH2:28][C:29]([OH:31])=[O:30])([C:22]4[CH:27]=[CH:26][CH:25]=[CH:24][CH:23]=4)[O:18][C:17]3=[O:32])[CH3:15])=[CH:10][CH:9]=2)=[CH:4][CH:3]=1.S(Cl)(Cl)=O.[CH3:37]O. Given the product [F:1][C:2]1[CH:7]=[CH:6][C:5]([C:8]2[CH:9]=[CH:10][C:11]([C@@H:14]([N:16]3[CH2:21][CH2:20][C@:19]([CH2:28][C:29]([O:31][CH3:37])=[O:30])([C:22]4[CH:27]=[CH:26][CH:25]=[CH:24][CH:23]=4)[O:18][C:17]3=[O:32])[CH3:15])=[CH:12][CH:13]=2)=[CH:4][CH:3]=1, predict the reactants needed to synthesize it. (4) Given the product [C:1]([CH2:3][C:4]1([N:18]2[CH:22]=[C:21]([C:23]3[C:24]4[CH:31]=[CH:30][N:29]([CH2:32][O:33][CH2:34][CH2:35][Si:36]([CH3:37])([CH3:39])[CH3:38])[C:25]=4[N:26]=[CH:27][N:28]=3)[CH:20]=[N:19]2)[CH2:5][N:6]([C:8]2[CH:9]=[CH:10][C:11]([C:12]([OH:14])=[O:13])=[CH:16][CH:17]=2)[CH2:7]1)#[N:2], predict the reactants needed to synthesize it. The reactants are: [C:1]([CH2:3][C:4]1([N:18]2[CH:22]=[C:21]([C:23]3[C:24]4[CH:31]=[CH:30][N:29]([CH2:32][O:33][CH2:34][CH2:35][Si:36]([CH3:39])([CH3:38])[CH3:37])[C:25]=4[N:26]=[CH:27][N:28]=3)[CH:20]=[N:19]2)[CH2:7][N:6]([C:8]2[CH:17]=[CH:16][C:11]([C:12]([O:14]C)=[O:13])=[CH:10][CH:9]=2)[CH2:5]1)#[N:2].[OH-].[Li+]. (5) Given the product [CH3:4][CH2:3][CH2:2][CH:1]([CH3:7])[CH3:6].[C:101]([O:102][CH2:103][CH3:104])(=[O:107])[CH3:15], predict the reactants needed to synthesize it. The reactants are: [C:1]1([C:7](C2C=CC=CC=2)=N)[CH:6]=C[CH:4]=[CH:3][CH:2]=1.[CH:15]1C=CC(P(C2C(C3C(P(C4C=CC=CC=4)C4C=CC=CC=4)=CC=C4C=3C=CC=C4)=C3C(C=CC=C3)=CC=2)C2C=CC=CC=2)=CC=1.C(=O)([O-])[O-].[Cs+].[Cs+].C1(N(C2C=CC=CC=2)C(C2C3C(=CC=CC=3)N(C3C=C(OC)C(OS(C(F)(F)F)(=O)=O)=CC=3C(N3[C@H](CN[C:101](=[O:107])[O:102][C:103](C)(C)[CH3:104])CC4C(=CC=CC=4)C3)=O)N=2)=O)C=CC=CC=1. (6) Given the product [CH3:35][C@@:12]12[C@H:13]3[CH2:14][CH2:15][C@:16]4([CH3:34])[C@@H:17]([C:27]5[CH:33]=[CH:32][C:30](=[O:31])[O:29][CH:28]=5)[CH2:18][CH2:19][C@:20]4([OH:26])[C@@H:21]3[CH2:22][CH2:23][C:24]1=[CH:25][C@@H:9]([OH:8])[CH2:10][CH2:11]2, predict the reactants needed to synthesize it. The reactants are: C[C@@H]1O[C@@H]([O:8][C@@H:9]2[CH:25]=[C:24]3[C@@:12]([CH3:35])([C@@H:13]4[C@@H:21]([CH2:22][CH2:23]3)[C@:20]3([OH:26])[C@@:16]([CH3:34])([C@@H:17]([C:27]5[CH:33]=[CH:32][C:30](=[O:31])[O:29][CH:28]=5)[CH2:18][CH2:19]3)[CH2:15][CH2:14]4)[CH2:11][CH2:10]2)[C@H](O)[C@H](O)[C@H]1O.C([O-])(=O)C.[Na+]. (7) Given the product [CH3:26][N:8]([CH2:9][C:10]1[CH:15]=[C:14]([C:16]2[CH:17]=[CH:18][C:19]([C:20]([O:22][CH3:23])=[O:21])=[CH:24][CH:25]=2)[CH:13]=[CH:12][N:11]=1)[CH3:6], predict the reactants needed to synthesize it. The reactants are: C(O[C:6]([NH:8][CH2:9][C:10]1[CH:15]=[C:14]([C:16]2[CH:25]=[CH:24][C:19]([C:20]([O:22][CH3:23])=[O:21])=[CH:18][CH:17]=2)[CH:13]=[CH:12][N:11]=1)=O)(C)(C)C.[C:26](O)(C(F)(F)F)=O.C=O. (8) Given the product [Br:1][C:2]1[CH:3]=[C:4]([CH:16]=[C:17]([Cl:19])[CH:18]=1)[O:5][C:6]1[C:7]([NH2:22])=[N:8][CH:9]=[CH:10][C:11]=1[CH3:12], predict the reactants needed to synthesize it. The reactants are: [Br:1][C:2]1[CH:3]=[C:4]([CH:16]=[C:17]([Cl:19])[CH:18]=1)[O:5][C:6]1[C:7](C(O)=O)=[N:8][CH:9]=[CH:10][C:11]=1[CH3:12].C([N:22](CC)CC)C.N1C=CC=CC=1.C(O)(C)(C)C.C1(P(N=[N+]=[N-])(C2C=CC=CC=2)=O)C=CC=CC=1. (9) The reactants are: C(=O)([O-])[O-].[K+].[K+].Br[CH2:8][CH2:9][CH2:10][CH2:11][O:12][C:13]1[CH:14]=[C:15]2[C:19](=[C:20]([Cl:23])[C:21]=1[Cl:22])[C:18](=[O:24])[C:17]([CH:26]1[CH2:30][CH2:29][CH2:28][CH2:27]1)([CH3:25])[CH2:16]2.[OH:31][C:32]1[CH:33]=[N:34][CH:35]=[CH:36][CH:37]=1. Given the product [Cl:22][C:21]1[C:20]([Cl:23])=[C:19]2[C:15]([CH2:16][C:17]([CH:26]3[CH2:30][CH2:29][CH2:28][CH2:27]3)([CH3:25])[C:18]2=[O:24])=[CH:14][C:13]=1[O:12][CH2:11][CH2:10][CH2:9][CH2:8][O:31][C:32]1[CH:33]=[N:34][CH:35]=[CH:36][CH:37]=1, predict the reactants needed to synthesize it. (10) Given the product [OH:13][CH:11]([CH3:12])[CH2:10][N:1]1[C:9]2[C:4](=[CH:5][CH:6]=[CH:7][CH:8]=2)[CH2:3][CH2:2]1, predict the reactants needed to synthesize it. The reactants are: [NH:1]1[C:9]2[C:4](=[CH:5][CH:6]=[CH:7][CH:8]=2)[CH2:3][CH2:2]1.[CH2:10]1[O:13][C@H:11]1[CH3:12].